Dataset: Reaction yield outcomes from USPTO patents with 853,638 reactions. Task: Predict the reaction yield, written as a fraction of the theoretical maximum amount of product (1.0 means a 100% yield; for example, 0.34 means a 34% yield). The reactants are [Cl:1][C:2]1[CH:7]=[CH:6][CH:5]=[CH:4][C:3]=1[C:8]1[C:13]([Cl:14])=[CH:12][C:11]([CH:15]=[CH2:16])=[C:10]([NH2:17])[CH:9]=1.[BH4-].[Na+]. The yield is 0.594. The catalyst is CO.Cl[Cu]. The product is [Cl:1][C:2]1[CH:7]=[CH:6][CH:5]=[CH:4][C:3]=1[C:8]1[C:13]([Cl:14])=[CH:12][C:11]([CH2:15][CH3:16])=[C:10]([NH2:17])[CH:9]=1.